This data is from Reaction yield outcomes from USPTO patents with 853,638 reactions. The task is: Predict the reaction yield, written as a fraction of the theoretical maximum amount of product (1.0 means a 100% yield; for example, 0.34 means a 34% yield). The reactants are [NH:1]1[C:5]2=[N:6][CH:7]=[CH:8][CH:9]=[C:4]2[CH:3]=[CH:2]1.[Br:10][C:11]1[N:16]=[CH:15][C:14]([CH:17]=[O:18])=[CH:13][CH:12]=1.[OH-].[K+]. The catalyst is CO. The product is [Br:10][C:11]1[N:16]=[CH:15][C:14]([CH:17]([C:3]2[C:4]3[C:5](=[N:6][CH:7]=[CH:8][CH:9]=3)[NH:1][CH:2]=2)[OH:18])=[CH:13][CH:12]=1. The yield is 0.450.